This data is from Full USPTO retrosynthesis dataset with 1.9M reactions from patents (1976-2016). The task is: Predict the reactants needed to synthesize the given product. (1) The reactants are: [CH:1]1([CH:7]([NH:24][C:25]2[CH:33]=[CH:32][C:28](C(O)=O)=[CH:27][CH:26]=2)[C:8]2[O:9][C:10]3[CH:22]=[CH:21][C:20]([F:23])=[CH:19][C:11]=3[C:12]=2[CH2:13][O:14][CH2:15][CH2:16][O:17][CH3:18])[CH2:6][CH2:5][CH2:4][CH2:3][CH2:2]1.CNC[CH2:37][C:38]([O:40][CH2:41][CH3:42])=[O:39].O.ON1C2C=CC=CC=2N=N1.Cl.C(N=C=NCCCN(C)C)C.[Cl-].[NH4+].[CH3:68][N:69]([CH3:72])[CH:70]=[O:71]. Given the product [CH:1]1([CH:7]([NH:24][C:25]2[CH:26]=[CH:27][C:28]([C:70]([N:69]([CH3:72])[CH2:68][CH2:37][C:38]([O:40][CH2:41][CH3:42])=[O:39])=[O:71])=[CH:32][CH:33]=2)[C:8]2[O:9][C:10]3[CH:22]=[CH:21][C:20]([F:23])=[CH:19][C:11]=3[C:12]=2[CH2:13][O:14][CH2:15][CH2:16][O:17][CH3:18])[CH2:6][CH2:5][CH2:4][CH2:3][CH2:2]1, predict the reactants needed to synthesize it. (2) Given the product [Cl:7][CH:5]([O:4][C:2]([N:8]1[CH2:13][CH2:12][S:11](=[O:15])(=[O:14])[CH2:10][CH2:9]1)=[O:3])[CH3:6], predict the reactants needed to synthesize it. The reactants are: Cl[C:2]([O:4][CH:5]([Cl:7])[CH3:6])=[O:3].[NH:8]1[CH2:13][CH2:12][S:11](=[O:15])(=[O:14])[CH2:10][CH2:9]1.N1C=CC=CC=1. (3) Given the product [Si:1]([O:18][CH2:19][CH2:20][CH:21]1[CH2:24][CH:23]([OH:25])[CH2:22]1)([C:14]([CH3:17])([CH3:15])[CH3:16])([C:8]1[CH:13]=[CH:12][CH:11]=[CH:10][CH:9]=1)[C:2]1[CH:3]=[CH:4][CH:5]=[CH:6][CH:7]=1, predict the reactants needed to synthesize it. The reactants are: [Si:1]([O:18][CH2:19][CH2:20][CH:21]1[CH2:24][C:23](=[O:25])[CH2:22]1)([C:14]([CH3:17])([CH3:16])[CH3:15])([C:8]1[CH:13]=[CH:12][CH:11]=[CH:10][CH:9]=1)[C:2]1[CH:7]=[CH:6][CH:5]=[CH:4][CH:3]=1.[BH4-].[Na+]. (4) Given the product [CH3:1][C:2]1[C@@H:19]([O:20][C:21]([C@H:23]([OH:40])[C@@H:24]([NH:31][C:32]([O:33][C:69]([CH3:71])([CH3:70])[CH3:68])=[O:64])[C:25]2[CH:26]=[CH:27][CH:28]=[CH:29][CH:30]=2)=[O:22])[CH2:18][C@:14]2([OH:41])[C:15]([CH3:17])([CH3:16])[C:3]=1[C@@H:4]([OH:59])[C:5]([C@@:7]1([CH3:58])[C@H:12]([C@@H:13]2[O:42][C:43]([C:45]2[CH:50]=[CH:49][CH:48]=[CH:47][CH:46]=2)=[O:44])[C@:11]2([O:53][C:54]([CH3:56])=[O:55])[CH2:51][O:52][C@@H:10]2[CH2:9][C@@H:8]1[OH:57])=[O:6], predict the reactants needed to synthesize it. The reactants are: [CH3:1][C:2]1[C@@H:19]([O:20][C:21]([C@H:23]([OH:40])[C@@H:24]([NH:31][C:32](C2C=CC=CC=2)=[O:33])[C:25]2[CH:26]=[CH:27][CH:28]=[CH:29][CH:30]=2)=[O:22])[CH2:18][C@:14]2([OH:41])[C:15]([CH3:17])([CH3:16])[C:3]=1[C@@H:4]([O:59]C(C)=O)[C:5]([C@@:7]1([CH3:58])[C@H:12]([C@@H:13]2[O:42][C:43]([C:45]2[CH:46]=[CH:47][CH:48]=[CH:49][CH:50]=2)=[O:44])[C@:11]2([O:53][C:54]([CH3:56])=[O:55])[CH2:51][O:52][C@@H:10]2[CH2:9][C@@H:8]1[OH:57])=[O:6].C([O-])(O)=[O:64].[Na+].[CH3:68][C:69](OC(OC(O[C:69]([CH3:71])([CH3:70])[CH3:68])=O)=O)([CH3:71])[CH3:70]. (5) Given the product [Cl:1][C:2]1[N:7]=[C:6]([C:8]2[S:40][C:39]([N:41]3[CH2:42][CH2:43][N:44]([C:47]([O:49][C:50]([CH3:53])([CH3:52])[CH3:51])=[O:48])[CH2:45][CH2:46]3)=[N:38][C:9]=2[C:11]2[CH:16]=[CH:15][CH:14]=[C:13]([NH:17][S:18]([C:21]3[C:26]([F:27])=[CH:25][CH:24]=[CH:23][C:22]=3[F:28])(=[O:20])=[O:19])[C:12]=2[F:29])[CH:5]=[CH:4][N:3]=1, predict the reactants needed to synthesize it. The reactants are: [Cl:1][C:2]1[N:7]=[C:6]([CH2:8][C:9]([C:11]2[C:12]([F:29])=[C:13]([NH:17][S:18]([C:21]3[C:26]([F:27])=[CH:25][CH:24]=[CH:23][C:22]=3[F:28])(=[O:20])=[O:19])[CH:14]=[CH:15][CH:16]=2)=O)[CH:5]=[CH:4][N:3]=1.C1C(=O)N(Br)C(=O)C1.[NH2:38][C:39]([N:41]1[CH2:46][CH2:45][N:44]([C:47]([O:49][C:50]([CH3:53])([CH3:52])[CH3:51])=[O:48])[CH2:43][CH2:42]1)=[S:40]. (6) Given the product [Cl:15][C:12]1[CH:13]=[CH:14][C:9]([CH:8]2[C:4]3[C:1]([CH3:2])=[N:28][N:27]([C:29]4[C:30]([O:35][CH3:36])=[N:31][CH:32]=[CH:33][CH:34]=4)[C:5]=3[C:6](=[O:25])[N:7]2[CH2:16][C:17]2[CH:18]=[CH:19][C:20]([O:23][CH3:24])=[CH:21][CH:22]=2)=[CH:10][CH:11]=1, predict the reactants needed to synthesize it. The reactants are: [C:1]([C:4]1[CH:8]([C:9]2[CH:14]=[CH:13][C:12]([Cl:15])=[CH:11][CH:10]=2)[N:7]([CH2:16][C:17]2[CH:22]=[CH:21][C:20]([O:23][CH3:24])=[CH:19][CH:18]=2)[C:6](=[O:25])[C:5]=1O)(=O)[CH3:2].[NH:27]([C:29]1[C:30]([O:35][CH3:36])=[N:31][CH:32]=[CH:33][CH:34]=1)[NH2:28]. (7) Given the product [N:34]1([S:31]([C:26]2[CH:27]=[CH:28][CH:29]=[CH:30][C:25]=2[C:6]2[CH:5]=[CH:4][C:3]([C:17]3[N:18]=[CH:19][C:20]([NH2:23])=[N:21][CH:22]=3)=[C:2]([F:1])[CH:7]=2)(=[O:32])=[O:33])[CH2:40][CH2:39][CH2:38][CH2:37][CH2:36][CH2:35]1, predict the reactants needed to synthesize it. The reactants are: [F:1][C:2]1[CH:7]=[C:6](B2OC(C)(C)C(C)(C)O2)[CH:5]=[CH:4][C:3]=1[C:17]1[N:18]=[CH:19][C:20]([NH2:23])=[N:21][CH:22]=1.Br[C:25]1[CH:30]=[CH:29][CH:28]=[CH:27][C:26]=1[S:31]([N:34]1[CH2:40][CH2:39][CH2:38][CH2:37][CH2:36][CH2:35]1)(=[O:33])=[O:32].